This data is from Forward reaction prediction with 1.9M reactions from USPTO patents (1976-2016). The task is: Predict the product of the given reaction. Given the reactants ClC1C=C(N[C@H](C2CC2)C(N[C@@H]2CCCN(C(OC(C)(C)C)=O)C2)=O)C=C(F)C=1.[Cl:30][C:31]1[CH:32]=[C:33]([NH:38][CH2:39][C:40]([NH:42][C@@H:43]2[CH2:48][CH2:47][CH2:46][N:45]([C:49](OC(C)(C)C)=O)[CH2:44]2)=[O:41])[CH:34]=[C:35]([Cl:37])[CH:36]=1.NC1C(C#N)=C(Cl)N=CN=1.ClC1[N:72]=[CH:71][N:70]=[C:69]([NH:73][C:74](=[O:76])[CH3:75])[CH:68]=1, predict the reaction product. The product is: [C:74]([NH:73][C:69]1[N:70]=[CH:71][N:72]=[C:49]([N:45]2[CH2:46][CH2:47][CH2:48][C@@H:43]([NH:42][C:40](=[O:41])[CH2:39][NH:38][C:33]3[CH:34]=[C:35]([Cl:37])[CH:36]=[C:31]([Cl:30])[CH:32]=3)[CH2:44]2)[CH:68]=1)(=[O:76])[CH3:75].